Predict the product of the given reaction. From a dataset of Forward reaction prediction with 1.9M reactions from USPTO patents (1976-2016). (1) Given the reactants [F:1][C:2]([F:14])([F:13])[C:3]1[N:8]=[CH:7][N:6]=[C:5]([C:9](=[N:11][OH:12])[NH2:10])[CH:4]=1.[C:15](N1C=CN=C1)(N1C=CN=C1)=[O:16].N12CCCN=C1CCCCC2.Cl, predict the reaction product. The product is: [F:14][C:2]([F:1])([F:13])[C:3]1[N:8]=[CH:7][N:6]=[C:5]([C:9]2[NH:11][O:12][C:15](=[O:16])[N:10]=2)[CH:4]=1. (2) Given the reactants Cl.[C:2]([N:6]1[CH:14]=[C:13]2[C:8]([C:9](=[O:20])[NH:10][C:11]3([CH2:19][CH2:18][NH:17][CH2:16][CH2:15]3)[CH2:12]2)=[N:7]1)([CH3:5])([CH3:4])[CH3:3].[Cl:21][C:22]1[CH:31]=[CH:30][C:29]2[C:24](=[CH:25][C:26]([C:32](O)=[O:33])=[CH:27][CH:28]=2)[N:23]=1.FC(F)(F)CNC1C=CC2C(=CC(C(O)=O)=CC=2)N=1, predict the reaction product. The product is: [C:2]([N:6]1[CH:14]=[C:13]2[C:8]([C:9](=[O:20])[NH:10][C:11]3([CH2:19][CH2:18][N:17]([C:32]([C:26]4[CH:25]=[C:24]5[C:29]([CH:30]=[CH:31][C:22]([Cl:21])=[N:23]5)=[CH:28][CH:27]=4)=[O:33])[CH2:16][CH2:15]3)[CH2:12]2)=[N:7]1)([CH3:5])([CH3:3])[CH3:4].